Task: Predict the reaction yield, written as a fraction of the theoretical maximum amount of product (1.0 means a 100% yield; for example, 0.34 means a 34% yield).. Dataset: Reaction yield outcomes from USPTO patents with 853,638 reactions (1) The reactants are C(N1[CH:7]=[C:6]([C:8]2[CH:20]=[C:19]([C:21](O)=O)[C:18]3[C:17]4[C:12](=[CH:13][CH:14]=[CH:15][CH:16]=4)[C:11]([OH:28])([C:24]([F:27])([F:26])[F:25])[C:10]=3[CH:9]=2)[CH:5]=[N:4]1)C.Cl.CN(C)[CH2:32][CH2:33]CN=C=NCC.[OH2:41].O[N:43]1C2C=CC=CC=2N=N1.[Cl-].[NH4+:53]. The catalyst is C(OCC)(=O)C.C(N(CC)CC)C.CN(C)C=O. The product is [CH2:32]([N:53]1[CH:7]=[C:6]([C:8]2[CH:20]=[C:19]([C:21]([NH2:43])=[O:41])[C:18]3[C:17]4[C:12](=[CH:13][CH:14]=[CH:15][CH:16]=4)[C:11]([OH:28])([C:24]([F:25])([F:27])[F:26])[C:10]=3[CH:9]=2)[CH:5]=[N:4]1)[CH3:33]. The yield is 0.850. (2) The reactants are Cl[C:2]1[C:7]2[N:8]=[C:9]([NH:12][C:13]3[CH:18]=[CH:17][C:16]([C:19]4[CH:20]=[N:21][N:22]([CH3:24])[CH:23]=4)=[CH:15][C:14]=3[O:25][CH2:26][CH3:27])[N:10]=[CH:11][C:6]=2[CH:5]=[CH:4][N:3]=1.[CH:28]1([CH2:31][NH2:32])[CH2:30][CH2:29]1. No catalyst specified. The product is [CH:28]1([CH2:31][NH:32][C:2]2[C:7]3[N:8]=[C:9]([NH:12][C:13]4[CH:18]=[CH:17][C:16]([C:19]5[CH:20]=[N:21][N:22]([CH3:24])[CH:23]=5)=[CH:15][C:14]=4[O:25][CH2:26][CH3:27])[N:10]=[CH:11][C:6]=3[CH:5]=[CH:4][N:3]=2)[CH2:30][CH2:29]1. The yield is 0.0500. (3) The reactants are [CH2:1]([N:3]([CH2:36][CH3:37])[CH2:4][CH2:5][CH2:6][NH:7][C:8]1[N:9]=[C:10]([C:27]2[CH:28]=[C:29]([CH:33]=[CH:34][CH:35]=2)[C:30]([OH:32])=O)[C:11]2[CH:17]=[CH:16][C:15](=[O:18])[N:14]([C:19]3[C:24]([F:25])=[CH:23][CH:22]=[CH:21][C:20]=3[F:26])[C:12]=2[N:13]=1)[CH3:2].CN(C(ON1N=[N:53][C:48]2[CH:49]=[CH:50][CH:51]=[CH:52]C1=2)=[N+](C)C)C.F[P-](F)(F)(F)(F)F.C(N(CC)CC)C.C1(N)CCCC1. The catalyst is CN(C=O)C. The product is [CH:48]1([NH:53][C:30](=[O:32])[C:29]2[CH:33]=[CH:34][CH:35]=[C:27]([C:10]3[C:11]4[CH:17]=[CH:16][C:15](=[O:18])[N:14]([C:19]5[C:24]([F:25])=[CH:23][CH:22]=[CH:21][C:20]=5[F:26])[C:12]=4[N:13]=[C:8]([NH:7][CH2:6][CH2:5][CH2:4][N:3]([CH2:36][CH3:37])[CH2:1][CH3:2])[N:9]=3)[CH:28]=2)[CH2:49][CH2:50][CH2:51][CH2:52]1. The yield is 0.170. (4) The reactants are [C:1]([C:3]1[CH:4]=[C:5]([NH:9][C:10]2[C:19]3[C:14](=[CH:15][C:16]([O:25][CH2:26][CH2:27][O:28][CH3:29])=[C:17]([O:20][CH2:21][CH2:22][O:23][CH3:24])[CH:18]=3)[N:13]=[CH:12][N:11]=2)[CH:6]=[CH:7][CH:8]=1)#[CH:2].C(OCC)(=O)C.[OH-].[Na+].[CH3:38][S:39]([OH:42])(=[O:41])=[O:40]. The catalyst is O. The product is [S:39]([OH:42])(=[O:41])(=[O:40])[CH3:38].[C:1]([C:3]1[CH:4]=[C:5]([NH:9][C:10]2[C:19]3[C:14](=[CH:15][C:16]([O:25][CH2:26][CH2:27][O:28][CH3:29])=[C:17]([O:20][CH2:21][CH2:22][O:23][CH3:24])[CH:18]=3)[N:13]=[CH:12][N:11]=2)[CH:6]=[CH:7][CH:8]=1)#[CH:2]. The yield is 0.930. (5) The reactants are C(OC([N:8]1[CH2:12][CH2:11][CH2:10][C@H:9]1[CH2:13][O:14][C:15]1[CH:20]=[CH:19][C:18]([O:21][C:22]2[CH:27]=[CH:26][C:25]([Cl:28])=[CH:24][CH:23]=2)=[CH:17][CH:16]=1)=O)(C)(C)C.Cl. The catalyst is O1CCOCC1. The product is [ClH:28].[Cl:28][C:25]1[CH:26]=[CH:27][C:22]([O:21][C:18]2[CH:19]=[CH:20][C:15]([O:14][CH2:13][C@@H:9]3[CH2:10][CH2:11][CH2:12][NH:8]3)=[CH:16][CH:17]=2)=[CH:23][CH:24]=1. The yield is 0.650. (6) The yield is 0.660. The catalyst is C(Cl)Cl.C(OC(C)C)(C)C. The product is [ClH:8].[Cl:8][C:9]1[C:14]([C:15]2[CH:16]=[N:17][C:18]3[C:19]4[NH:33][N:32]=[CH:31][C:20]=4[C:21](=[O:30])[N:22]([CH2:25][C:26]([F:27])([F:28])[F:29])[C:23]=3[CH:24]=2)=[CH:13][CH:12]=[CH:11][N:10]=1. The reactants are Cl.O1CCOCC1.[Cl:8][C:9]1[C:14]([C:15]2[CH:16]=[N:17][C:18]3[C:19]4[N:33](C5CCCCO5)[N:32]=[CH:31][C:20]=4[C:21](=[O:30])[N:22]([CH2:25][C:26]([F:29])([F:28])[F:27])[C:23]=3[CH:24]=2)=[CH:13][CH:12]=[CH:11][N:10]=1. (7) The reactants are [H-].[H-].[H-].[H-].[Li+].[Al+3].[NH2:7][C:8]1[CH:9]=[CH:10][C:11]2[N:16]([CH2:17][CH2:18][CH:19]3[CH2:23][CH2:22][CH2:21][N:20]3[CH3:24])[C:15](=O)[CH2:14][O:13][C:12]=2[CH:26]=1. The catalyst is C1COCC1. The product is [CH3:24][N:20]1[CH2:21][CH2:22][CH2:23][CH:19]1[CH2:18][CH2:17][N:16]1[CH2:15][CH2:14][O:13][C:12]2[CH:26]=[C:8]([NH2:7])[CH:9]=[CH:10][C:11]1=2. The yield is 0.840. (8) The reactants are [C:1]([C:3]1[C:4]([Cl:18])=[N:5][C:6](Cl)=[CH:7][C:8]=1[C:9]1[CH:14]=[CH:13][C:12]([F:15])=[CH:11][C:10]=1[CH3:16])#[N:2].[NH:19]1[CH2:24][CH2:23][S:22][CH2:21][CH2:20]1. The catalyst is CO. The product is [Cl:18][C:4]1[C:3]([C:1]#[N:2])=[C:8]([C:9]2[CH:14]=[CH:13][C:12]([F:15])=[CH:11][C:10]=2[CH3:16])[CH:7]=[C:6]([N:19]2[CH2:24][CH2:23][S:22][CH2:21][CH2:20]2)[N:5]=1. The yield is 0.884. (9) The reactants are [CH:1]1[C:15](=[O:16])[N:14]=[C:13]2[N:3]([C@@H:4]3[O:8][C@H:7]([CH2:9][OH:10])[C@@H:6]([OH:11])[C@@H:5]3[O:12]2)[CH:2]=1.[C:17]1([CH2:33][OH:34])[C:30]2[C:31]3=[C:32]4[C:27](=[CH:28][CH:29]=2)[CH:26]=[CH:25][CH:24]=[C:23]4[CH:22]=[CH:21][C:20]3=[CH:19][CH:18]=1.C([O-])(O)=O.[Na+].C1COCC1. The catalyst is CS(C)=O. The product is [C:17]1([CH2:33][O:34][C@@H:5]2[C@H:6]([OH:11])[C@@H:7]([CH2:9][OH:10])[O:8][C@H:4]2[N:3]2[CH:2]=[CH:1][C:15](=[O:16])[NH:14][C:13]2=[O:12])[C:30]2[C:31]3=[C:32]4[C:27](=[CH:28][CH:29]=2)[CH:26]=[CH:25][CH:24]=[C:23]4[CH:22]=[CH:21][C:20]3=[CH:19][CH:18]=1. The yield is 0.250. (10) The reactants are [NH2:1][C:2]1[C:3]2[C:10](I)=[CH:9][N:8]([C@@H:12]3[CH2:17][CH2:16][CH2:15][N:14]([C:18]([O:20][C:21]([CH3:24])([CH3:23])[CH3:22])=[O:19])[CH2:13]3)[C:4]=2[N:5]=[CH:6][N:7]=1.[O:25]([C:32]1[CH:37]=[CH:36][C:35](B(O)O)=[CH:34][CH:33]=1)[C:26]1[CH:31]=[CH:30][CH:29]=[CH:28][CH:27]=1.C([O-])([O-])=O.[Na+].[Na+]. The catalyst is O1CCOCC1.O.C1C=CC([P]([Pd]([P](C2C=CC=CC=2)(C2C=CC=CC=2)C2C=CC=CC=2)([P](C2C=CC=CC=2)(C2C=CC=CC=2)C2C=CC=CC=2)[P](C2C=CC=CC=2)(C2C=CC=CC=2)C2C=CC=CC=2)(C2C=CC=CC=2)C2C=CC=CC=2)=CC=1. The product is [NH2:1][C:2]1[C:3]2[C:10]([C:35]3[CH:36]=[CH:37][C:32]([O:25][C:26]4[CH:31]=[CH:30][CH:29]=[CH:28][CH:27]=4)=[CH:33][CH:34]=3)=[CH:9][N:8]([C@@H:12]3[CH2:17][CH2:16][CH2:15][N:14]([C:18]([O:20][C:21]([CH3:24])([CH3:23])[CH3:22])=[O:19])[CH2:13]3)[C:4]=2[N:5]=[CH:6][N:7]=1. The yield is 0.550.